From a dataset of Antibody paratope prediction from SAbDab with 1,023 antibody chains. Token-level Classification. Given an antibody amino acid sequence, predict which amino acid positions are active in antigen binding. Output is a list of indices for active paratope positions. Given the antibody sequence: QVQLQQPGAELVKPGASVKLSCKASGYTFTSDWIHWVKQRPGHGLEWIGEIIPSYGRANYNEKIQKKATLTADKSSSTAFMQLSSLTSEDSAVYYCARERGDGYFAVWGAGTTVTVSS, which amino acid positions are active in antigen binding (paratope)? The paratope positions are: [52, 83, 84, 85, 104].